Dataset: Forward reaction prediction with 1.9M reactions from USPTO patents (1976-2016). Task: Predict the product of the given reaction. (1) Given the reactants [CH2:1]([O:3][CH2:4][C:5]#[C:6][CH2:7][O:8][CH:9]1[CH2:14]CCC[O:10]1)[CH3:2].O.[C:16]1(C)[CH:21]=[CH:20][C:19](S(O)(=O)=O)=[CH:18][CH:17]=1.C(=O)([O-])[O-].[Na+].[Na+], predict the reaction product. The product is: [CH3:7][O:8][C:9]([CH3:14])=[O:10].[CH3:20][CH2:21][CH2:16][CH2:17][CH2:18][CH3:19].[CH2:1]([O:3][CH2:4][C:5]#[C:6][CH2:7][OH:8])[CH3:2]. (2) Given the reactants S(Cl)(Cl)=O.[CH2:5]([O:7][C:8]([N:10]1[CH2:16][CH2:15][CH2:14][CH:13]([N:17]2[CH2:22][CH2:21][C:20]([F:26])([C:23]([OH:25])=O)[CH2:19][CH2:18]2)[CH2:12][CH2:11]1)=[O:9])[CH3:6].[C:27]([NH2:31])([CH3:30])([CH3:29])[CH3:28].CCN(C(C)C)C(C)C, predict the reaction product. The product is: [F:26][C:20]1([C:23](=[O:25])[NH:31][C:27]([CH3:30])([CH3:29])[CH3:28])[CH2:19][CH2:18][N:17]([CH:13]2[CH2:14][CH2:15][CH2:16][N:10]([C:8]([O:7][CH2:5][CH3:6])=[O:9])[CH2:11][CH2:12]2)[CH2:22][CH2:21]1. (3) Given the reactants [Cl:1][C:2]1[CH:7]=[CH:6][CH:5]=[C:4]([N+:8]([O-:10])=[O:9])[C:3]=1Cl.[CH2:12]([NH2:15])[CH2:13][CH3:14], predict the reaction product. The product is: [Cl:1][C:2]1[CH:7]=[CH:6][CH:5]=[C:4]([N+:8]([O-:10])=[O:9])[C:3]=1[NH:15][CH2:12][CH2:13][CH3:14]. (4) Given the reactants Cl[CH2:2][C:3]1[N:4]=[CH:5][S:6][CH:7]=1.[Cl:8][C:9]1[CH:14]=[C:13]([NH:15][C:16]2[C:25]3[C:20](=[CH:21][CH:22]=[CH:23][C:24]=3[O:26][CH2:27][C@@H:28]3[CH2:32][CH2:31][CH2:30][N:29]3[C:33](=[O:36])[CH2:34][OH:35])[N:19]=[CH:18][N:17]=2)[CH:12]=[CH:11][C:10]=1[OH:37], predict the reaction product. The product is: [Cl:8][C:9]1[CH:14]=[C:13]([NH:15][C:16]2[C:25]3[C:20](=[CH:21][CH:22]=[CH:23][C:24]=3[O:26][CH2:27][C@@H:28]3[CH2:32][CH2:31][CH2:30][N:29]3[C:33](=[O:36])[CH2:34][OH:35])[N:19]=[CH:18][N:17]=2)[CH:12]=[CH:11][C:10]=1[O:37][CH2:2][C:3]1[N:4]=[CH:5][S:6][CH:7]=1.